Dataset: Catalyst prediction with 721,799 reactions and 888 catalyst types from USPTO. Task: Predict which catalyst facilitates the given reaction. Reactant: CO[CH2:3][N:4]([CH2:10][C:11]1[CH:16]=[CH:15][CH:14]=[CH:13][CH:12]=1)[CH2:5][Si](C)(C)C.[C:17]([O:22][CH3:23])(=[O:21])/[CH:18]=[CH:19]/[CH3:20].C(=O)(O)[O-].[Na+]. Product: [CH3:20][C@@H:19]1[CH2:3][N:4]([CH2:10][C:11]2[CH:12]=[CH:13][CH:14]=[CH:15][CH:16]=2)[CH2:5][C@H:18]1[C:17]([O:22][CH3:23])=[O:21]. The catalyst class is: 557.